Dataset: Catalyst prediction with 721,799 reactions and 888 catalyst types from USPTO. Task: Predict which catalyst facilitates the given reaction. Reactant: C(=O)(O)[O-].[Na+].[N:6]#[C:7]Br.[Si:9]([O:16][CH2:17][CH2:18][CH2:19][NH:20][C:21]1[CH:26]=[CH:25][C:24]([NH:27][C:28]([C:30]2[C:35]([C:36]([NH:38][C:39]3[CH:44]=[CH:43][C:42]([Cl:45])=[CH:41][N:40]=3)=[O:37])=[N:34][CH:33]=[CH:32][N:31]=2)=[O:29])=[CH:23][CH:22]=1)([C:12]([CH3:15])([CH3:14])[CH3:13])([CH3:11])[CH3:10].O. Product: [Si:9]([O:16][CH2:17][CH2:18][CH2:19][N:20]([C:7]#[N:6])[C:21]1[CH:22]=[CH:23][C:24]([NH:27][C:28]([C:30]2[C:35]([C:36]([NH:38][C:39]3[CH:44]=[CH:43][C:42]([Cl:45])=[CH:41][N:40]=3)=[O:37])=[N:34][CH:33]=[CH:32][N:31]=2)=[O:29])=[CH:25][CH:26]=1)([C:12]([CH3:15])([CH3:13])[CH3:14])([CH3:11])[CH3:10]. The catalyst class is: 410.